The task is: Predict the product of the given reaction.. This data is from Forward reaction prediction with 1.9M reactions from USPTO patents (1976-2016). (1) The product is: [CH3:1][O:2][C:3]([C:5]1[CH:6]=[C:7]2[C:11](=[CH:12][C:13]=1[O:14][CH3:15])[NH:10][CH:9]=[C:8]2[CH3:20])=[O:4]. Given the reactants [CH3:1][O:2][C:3]([C:5]1[CH:6]=[C:7]2[C:11](=[CH:12][C:13]=1[O:14][CH3:15])[NH:10][C:9]([Si](C)(C)C)=[C:8]2[CH3:20])=[O:4].Cl, predict the reaction product. (2) Given the reactants [CH2:1]([N:9]([C:18]1[CH:23]=[CH:22][C:21]([C:24]2[CH:30]=[CH:29][C:27]([NH2:28])=[CH:26][CH:25]=2)=[CH:20][CH:19]=1)[CH2:10][CH2:11][CH2:12][CH2:13][CH2:14][CH2:15][CH2:16][CH3:17])[CH2:2][CH2:3][CH2:4][CH2:5][CH2:6][CH2:7][CH3:8].[Cl:31][C:32]1[CH:40]=[CH:39][C:38]([N+:41]([O-:43])=[O:42])=[CH:37][C:33]=1[C:34](Cl)=[O:35].[ClH:44].O1CCOCC1, predict the reaction product. The product is: [ClH:31].[CH2:1]([N:9]([C:18]1[CH:19]=[CH:20][C:21]([C:24]2[CH:30]=[CH:29][C:27]([NH:28][C:34]([C:33]3[CH:37]=[C:38]([N+:41]([O-:43])=[O:42])[CH:39]=[CH:40][C:32]=3[Cl:31])=[O:35])=[CH:26][CH:25]=2)=[CH:22][CH:23]=1)[CH2:10][CH2:11][CH2:12][CH2:13][CH2:14][CH2:15][CH2:16][CH3:17])[CH2:2][CH2:3][CH2:4][CH2:5][CH2:6][CH2:7][CH3:8].[ClH:44]. (3) Given the reactants [CH3:1][N:2]([CH3:12])[C:3]1[CH:8]=[CH:7][C:6]([C:9](=[O:11])[CH3:10])=[CH:5][CH:4]=1.ClC1C=C(C2O[N:24]=[C:23]([C:26]([OH:28])=[O:27])C=2)C=CC=1F, predict the reaction product. The product is: [CH3:12][N:2]([CH3:1])[C:3]1[CH:8]=[CH:7][C:6]([C:9]2[O:11][N:24]=[C:23]([C:26]([OH:28])=[O:27])[CH:10]=2)=[CH:5][CH:4]=1. (4) Given the reactants [F:1][C:2]1[CH:7]=[C:6]([I:8])[CH:5]=[CH:4][C:3]=1[N:9]1[C:14]2[N:15]([CH3:22])[C:16](=[O:21])[C:17]([CH3:20])=[C:18]([OH:19])[C:13]=2[C:12](=[O:23])[N:11]([CH2:24][C:25]2[CH:30]=[CH:29][C:28]([O:31][CH3:32])=[CH:27][CH:26]=2)[C:10]1=[O:33].N1C(C)=CC=CC=1C.[F:42][C:43]([F:56])([F:55])[S:44](O[S:44]([C:43]([F:56])([F:55])[F:42])(=[O:46])=[O:45])(=[O:46])=[O:45].C(=O)([O-])O.[Na+], predict the reaction product. The product is: [F:1][C:2]1[CH:7]=[C:6]([I:8])[CH:5]=[CH:4][C:3]=1[N:9]1[C:14]2[N:15]([CH3:22])[C:16](=[O:21])[C:17]([CH3:20])=[C:18]([O:19][S:44]([C:43]([F:56])([F:55])[F:42])(=[O:46])=[O:45])[C:13]=2[C:12](=[O:23])[N:11]([CH2:24][C:25]2[CH:26]=[CH:27][C:28]([O:31][CH3:32])=[CH:29][CH:30]=2)[C:10]1=[O:33]. (5) Given the reactants [F:1][CH2:2][C:3]1[CH:4]=[C:5]([C:13](OC)=[O:14])[CH:6]=[C:7]([CH:12]=1)[C:8]([O:10][CH3:11])=[O:9].[BH4-].[Na+].CO, predict the reaction product. The product is: [F:1][CH2:2][C:3]1[CH:12]=[C:7]([CH:6]=[C:5]([CH2:13][OH:14])[CH:4]=1)[C:8]([O:10][CH3:11])=[O:9]. (6) Given the reactants [OH-].[CH2:15]([N+]([CH2:15][CH2:16][CH2:17][CH3:18])([CH2:15][CH2:16][CH2:17][CH3:18])[CH2:15][CH2:16][CH2:17][CH3:18])[CH2:16][CH2:17][CH3:18].C(=O)([O-])[O-].[Na+].[Na+].[C:25]1(C)C=CC=[CH:27][C:26]=1[B:31]([OH:33])[OH:32].IC1C=CC=CC=1.CC1C=CC=CC=1C1C=CC=CC=1, predict the reaction product. The product is: [C:17]1([CH3:18])[CH:16]=[CH:15][CH:27]=[C:26]([B:31]([OH:33])[OH:32])[CH:25]=1. (7) Given the reactants [OH:1][N:2]=[C:3]([C:5]1[CH:13]=[CH:12][C:11]2[N:10]3[CH2:14][CH2:15][CH:16]([CH2:17][C:18]([O:20]C(C)(C)C)=[O:19])[C:9]3=[CH:8][C:7]=2[CH:6]=1)[NH2:4].[F:25][CH:26]([F:37])[O:27][C:28]1[CH:29]=[C:30]([CH:34]=[CH:35][CH:36]=1)[C:31](O)=O, predict the reaction product. The product is: [F:25][CH:26]([F:37])[O:27][C:28]1[CH:29]=[C:30]([C:31]2[O:1][N:2]=[C:3]([C:5]3[CH:13]=[CH:12][C:11]4[N:10]5[CH2:14][CH2:15][CH:16]([CH2:17][C:18]([OH:20])=[O:19])[C:9]5=[CH:8][C:7]=4[CH:6]=3)[N:4]=2)[CH:34]=[CH:35][CH:36]=1.